From a dataset of Forward reaction prediction with 1.9M reactions from USPTO patents (1976-2016). Predict the product of the given reaction. Given the reactants F[C:2]1[CH:7]=[C:6]([O:8][CH3:9])[CH:5]=[CH:4][C:3]=1[N+]([O-])=O.[NH:13]1[CH2:18]COC[CH2:14]1.COC1C=CC([N+]([O-])=O)=[C:25]([N:27]2[CH2:32][CH2:31][O:30][CH2:29][CH2:28]2)[CH:26]=1.COC1C=CC([NH2:44])=C(N2CCOCC2)C=1.Cl[C:52]1[N:57]=[C:56]([NH:58][C:59]2[CH:64]=[CH:63][C:62]([O:65][CH3:66])=[CH:61][C:60]=2[N:67]2[CH2:72][CH2:71][O:70][CH2:69][CH2:68]2)[C:55]([Cl:73])=[CH:54][N:53]=1, predict the reaction product. The product is: [Cl:73][C:55]1[C:56]([NH:58][C:59]2[CH:64]=[CH:63][C:62]([O:65][CH3:66])=[CH:61][C:60]=2[N:67]2[CH2:72][CH2:71][O:70][CH2:69][CH2:68]2)=[N:57][C:52]([NH:44][C:5]2[C:6]([O:8][CH3:9])=[CH:7][C:2]3[CH2:31][CH2:32][N:27]([CH2:28][C:29]([N:13]([CH3:18])[CH3:14])=[O:30])[CH2:25][CH2:26][C:3]=3[CH:4]=2)=[N:53][CH:54]=1.